From a dataset of Reaction yield outcomes from USPTO patents with 853,638 reactions. Predict the reaction yield, written as a fraction of the theoretical maximum amount of product (1.0 means a 100% yield; for example, 0.34 means a 34% yield). (1) The reactants are CS(O[CH:6]([C:8]1[C:17]([Cl:18])=[C:16]2[C:11]([CH2:12][CH2:13][N:14]([CH2:20][C:21]3[C:22]([O:29][CH2:30][C:31]4[CH:36]=[CH:35][CH:34]=[CH:33][CH:32]=4)=[N:23][C:24]([CH3:28])=[CH:25][C:26]=3[CH3:27])[C:15]2=[O:19])=[C:10]([Cl:37])[CH:9]=1)[CH3:7])(=O)=O.[NH:38]1[CH2:43][CH2:42][O:41][CH2:40][CH2:39]1.C(=O)([O-])[O-].[K+].[K+]. The catalyst is C(#N)C. The product is [CH2:30]([O:29][C:22]1[C:21]([CH2:20][N:14]2[CH2:13][CH2:12][C:11]3[C:16](=[C:17]([Cl:18])[C:8]([CH:6]([N:38]4[CH2:43][CH2:42][O:41][CH2:40][CH2:39]4)[CH3:7])=[CH:9][C:10]=3[Cl:37])[C:15]2=[O:19])=[C:26]([CH3:27])[CH:25]=[C:24]([CH3:28])[N:23]=1)[C:31]1[CH:36]=[CH:35][CH:34]=[CH:33][CH:32]=1. The yield is 0.910. (2) The reactants are [Cl:1][C:2]1[CH:3]=[C:4]2[C:10]([C:11]3[N:16]=[C:15]([NH:17][C@H:18]4[CH2:22][CH2:21][N:20]([S:23]([CH3:26])(=[O:25])=[O:24])[CH2:19]4)[C:14]([F:27])=[CH:13][N:12]=3)=[CH:9][NH:8][C:5]2=[N:6][CH:7]=1.[CH2:28](S(Cl)(=O)=O)[CH2:29]C. No catalyst specified. The product is [Cl:1][C:2]1[CH:3]=[C:4]2[C:10]([C:11]3[N:16]=[C:15]([NH:17][C@H:18]4[CH2:22][CH2:21][N:20]([S:23]([CH2:26][CH2:28][CH3:29])(=[O:24])=[O:25])[CH2:19]4)[C:14]([F:27])=[CH:13][N:12]=3)=[CH:9][NH:8][C:5]2=[N:6][CH:7]=1. The yield is 0.360. (3) The reactants are C(=O)([O-])[O-].[Na+].[Na+].[CH3:7][O:8][C:9]1[CH:10]=[C:11]2[C:16](=[C:17]3[CH2:21][C:20]([CH3:23])([CH3:22])[O:19][C:18]=13)[C:15]([C:24]1[CH:25]=[C:26]([C:30]3[CH:35]=[CH:34][C:33]([NH2:36])=[CH:32][CH:31]=3)[CH:27]=[CH:28][CH:29]=1)=[N:14][C:13]([CH3:38])([CH3:37])[CH2:12]2.Cl[C:40]([O:42][CH3:43])=[O:41]. The catalyst is O.O1CCCC1. The product is [CH3:43][O:42][C:40](=[O:41])[NH:36][C:33]1[CH:32]=[CH:31][C:30]([C:26]2[CH:27]=[CH:28][CH:29]=[C:24]([C:15]3[C:16]4[C:11](=[CH:10][C:9]([O:8][CH3:7])=[C:18]5[O:19][C:20]([CH3:23])([CH3:22])[CH2:21][C:17]5=4)[CH2:12][C:13]([CH3:38])([CH3:37])[N:14]=3)[CH:25]=2)=[CH:35][CH:34]=1. The yield is 0.760. (4) The reactants are O[CH2:2][C@H:3](C)[C:4](OC)=O.[C:9]([O-:12])(O)=O.[Na+].[BH4-].[Na+].C(O)(=O)[CH2:17][C:18]([CH2:23]C(O)=O)([C:20](O)=O)[OH:19]. The catalyst is C(OC(C)(C)C)(=O)C.CO. The product is [C:18]([O:19][CH2:2][C@H:3]([CH3:4])[CH2:9][OH:12])([CH3:17])([CH3:20])[CH3:23]. The yield is 0.680. (5) The reactants are [Cl:1][C:2]1[C:3]2[N:4]([CH:12]=[C:13]([C:15]([OH:17])=O)[N:14]=2)[CH:5]=[C:6]([C:8]([F:11])([F:10])[F:9])[CH:7]=1.CCN=C=NCCCN(C)C.Cl.C1C=CC2N(O)N=NC=2C=1.O[N:41]=[C:42]([C:44]1[C:45]2[CH:46]=[CH:47][NH:48][C:49]=2[CH:50]=[CH:51][CH:52]=1)[NH2:43]. The catalyst is CN(C=O)C. The product is [Cl:1][C:2]1[C:3]2[N:4]([CH:12]=[C:13]([C:15]3[O:17][N:43]=[C:42]([C:44]4[CH:52]=[CH:51][CH:50]=[C:49]5[C:45]=4[CH:46]=[CH:47][NH:48]5)[N:41]=3)[N:14]=2)[CH:5]=[C:6]([C:8]([F:9])([F:10])[F:11])[CH:7]=1. The yield is 0.600. (6) The reactants are [CH:1]([C:3]1[NH:4][C:5]([CH3:11])=[CH:6][C:7]=1[C:8]([OH:10])=O)=[O:2].[CH3:12][N:13]([CH3:19])[C@@H:14]1[CH2:18][CH2:17][NH:16][CH2:15]1. No catalyst specified. The product is [CH3:12][N:13]([CH3:19])[C@@H:14]1[CH2:18][CH2:17][N:16]([C:8]([C:7]2[CH:6]=[C:5]([CH3:11])[NH:4][C:3]=2[CH:1]=[O:2])=[O:10])[CH2:15]1. The yield is 0.690. (7) The reactants are C(OC(=O)[NH:7][CH:8]1[CH2:12][CH2:11][N:10]([C:13]2[C:14]3[S:21][CH:20]=[CH:19][C:15]=3[N:16]=[CH:17][N:18]=2)[CH2:9]1)(C)(C)C.[ClH:23].CCOCC. The catalyst is C(Cl)Cl. The product is [ClH:23].[N:16]1[C:15]2[CH:19]=[CH:20][S:21][C:14]=2[C:13]([N:10]2[CH2:11][CH2:12][CH:8]([NH2:7])[CH2:9]2)=[N:18][CH:17]=1. The yield is 0.950.